From a dataset of Full USPTO retrosynthesis dataset with 1.9M reactions from patents (1976-2016). Predict the reactants needed to synthesize the given product. Given the product [CH2:7]([O:6][C:4]([O:3][CH2:1][CH3:2])([O:9][CH2:10][C:11](=[O:16])[CH3:13])[CH3:5])[CH3:8], predict the reactants needed to synthesize it. The reactants are: [CH2:1]([O:3][C:4]([O:9][CH2:10][C:11](=[CH2:13])C)([O:6][CH2:7][CH3:8])[CH3:5])[CH3:2].CC[O:16]C(C)=O.